Dataset: Forward reaction prediction with 1.9M reactions from USPTO patents (1976-2016). Task: Predict the product of the given reaction. (1) Given the reactants CC1C=CC(S([O:11][CH2:12][C@@H:13]2[CH2:17][O:16][C:15](=[O:18])[NH:14]2)(=O)=O)=CC=1.C(=O)([O-])[O-].[K+].[K+].[Br:25][C:26]1[CH:31]=[CH:30][C:29](O)=[CH:28][CH:27]=1, predict the reaction product. The product is: [Br:25][C:26]1[CH:31]=[CH:30][C:29]([O:11][CH2:12][C@@H:13]2[CH2:17][O:16][C:15](=[O:18])[NH:14]2)=[CH:28][CH:27]=1. (2) Given the reactants [Cl:1][C:2]1[C:7]([O:8][CH3:9])=[CH:6][C:5]([O:10][CH3:11])=[CH:4][C:3]=1[N:12]1[CH2:17][C:16]2[CH:18]=[N:19][C:20]3[N:24](S(C4C=CC=CC=4)(=O)=O)[C:23]([C:34]([OH:36])=[O:35])=[CH:22][C:21]=3[C:15]=2[N:14]([CH3:37])[C:13]1=[O:38].O1CCCC1.CC(C)([O-])C.[K+], predict the reaction product. The product is: [Cl:1][C:2]1[C:7]([O:8][CH3:9])=[CH:6][C:5]([O:10][CH3:11])=[CH:4][C:3]=1[N:12]1[CH2:17][C:16]2[CH:18]=[N:19][C:20]3[NH:24][C:23]([C:34]([OH:36])=[O:35])=[CH:22][C:21]=3[C:15]=2[N:14]([CH3:37])[C:13]1=[O:38]. (3) Given the reactants [CH3:1][S:2]([C:5]1[CH:13]=[C:12]2[C:8]([CH2:9][CH2:10][C:11]2=[O:14])=[CH:7][CH:6]=1)(=[O:4])=[O:3].[BH4-].[Na+], predict the reaction product. The product is: [CH3:1][S:2]([C:5]1[CH:13]=[C:12]2[C:8]([CH2:9][CH2:10][CH:11]2[OH:14])=[CH:7][CH:6]=1)(=[O:3])=[O:4]. (4) Given the reactants Br[C:2]1[CH:7]=[CH:6][C:5]([N+:8]([O-:10])=[O:9])=[CH:4][CH:3]=1.[CH2:11]([N:13]1[CH2:18][CH2:17][NH:16][CH2:15][CH2:14]1)[CH3:12], predict the reaction product. The product is: [CH2:11]([N:13]1[CH2:18][CH2:17][N:16]([C:2]2[CH:7]=[CH:6][C:5]([N+:8]([O-:10])=[O:9])=[CH:4][CH:3]=2)[CH2:15][CH2:14]1)[CH3:12]. (5) Given the reactants [F:1][C:2]([F:32])([F:31])[C:3]1[CH:26]=[C:25]([C:27]([F:30])([F:29])[F:28])[CH:24]=[CH:23][C:4]=1[CH2:5][O:6][C:7]1[CH:12]=[CH:11][C:10](/[CH:13]=[C:14]2/[C:15](=O)[NH:16][C:17](=[O:19])[S:18]/2)=[CH:9][C:8]=1[O:21][CH3:22].COC1C=CC(P2(SP(C3C=CC(OC)=CC=3)(=S)S2)=[S:42])=CC=1, predict the reaction product. The product is: [F:31][C:2]([F:1])([F:32])[C:3]1[CH:26]=[C:25]([C:27]([F:28])([F:30])[F:29])[CH:24]=[CH:23][C:4]=1[CH2:5][O:6][C:7]1[CH:12]=[CH:11][C:10](/[CH:13]=[C:14]2/[C:15](=[S:42])[NH:16][C:17](=[O:19])[S:18]/2)=[CH:9][C:8]=1[O:21][CH3:22].